Dataset: NCI-60 drug combinations with 297,098 pairs across 59 cell lines. Task: Regression. Given two drug SMILES strings and cell line genomic features, predict the synergy score measuring deviation from expected non-interaction effect. (1) Drug 1: C1=CN(C=N1)CC(O)(P(=O)(O)O)P(=O)(O)O. Drug 2: CC1=C(N=C(N=C1N)C(CC(=O)N)NCC(C(=O)N)N)C(=O)NC(C(C2=CN=CN2)OC3C(C(C(C(O3)CO)O)O)OC4C(C(C(C(O4)CO)O)OC(=O)N)O)C(=O)NC(C)C(C(C)C(=O)NC(C(C)O)C(=O)NCCC5=NC(=CS5)C6=NC(=CS6)C(=O)NCCC[S+](C)C)O. Cell line: OVCAR3. Synergy scores: CSS=13.5, Synergy_ZIP=-3.84, Synergy_Bliss=-4.96, Synergy_Loewe=-12.0, Synergy_HSA=-3.96. (2) Drug 1: C1CN1C2=NC(=NC(=N2)N3CC3)N4CC4. Drug 2: CC1OCC2C(O1)C(C(C(O2)OC3C4COC(=O)C4C(C5=CC6=C(C=C35)OCO6)C7=CC(=C(C(=C7)OC)O)OC)O)O. Cell line: IGROV1. Synergy scores: CSS=24.2, Synergy_ZIP=-8.82, Synergy_Bliss=-3.03, Synergy_Loewe=-0.169, Synergy_HSA=1.29. (3) Drug 1: CC1=CC2C(CCC3(C2CCC3(C(=O)C)OC(=O)C)C)C4(C1=CC(=O)CC4)C. Drug 2: C1CCC(C(C1)N)N.C(=O)(C(=O)[O-])[O-].[Pt+4]. Cell line: SNB-19. Synergy scores: CSS=2.04, Synergy_ZIP=-0.685, Synergy_Bliss=-2.74, Synergy_Loewe=-58.0, Synergy_HSA=-10.3. (4) Drug 1: CS(=O)(=O)CCNCC1=CC=C(O1)C2=CC3=C(C=C2)N=CN=C3NC4=CC(=C(C=C4)OCC5=CC(=CC=C5)F)Cl. Drug 2: C1CC(=O)NC(=O)C1N2C(=O)C3=CC=CC=C3C2=O. Cell line: MCF7. Synergy scores: CSS=-0.0465, Synergy_ZIP=-1.26, Synergy_Bliss=-3.50, Synergy_Loewe=-3.21, Synergy_HSA=-3.21.